The task is: Predict the product of the given reaction.. This data is from Forward reaction prediction with 1.9M reactions from USPTO patents (1976-2016). (1) Given the reactants [BH4-].[Li+].C[O:4][C:5]([C@H:7]1[CH2:11][C@@H:10]([F:12])[CH2:9][N:8]1[C:13]([O:15][C:16]([CH3:19])([CH3:18])[CH3:17])=[O:14])=O, predict the reaction product. The product is: [C:16]([O:15][C:13]([N:8]1[CH2:9][C@H:10]([F:12])[CH2:11][C@@H:7]1[CH2:5][OH:4])=[O:14])([CH3:19])([CH3:18])[CH3:17]. (2) Given the reactants Br[C:2]1[C:3]([N:22]2[CH2:26][CH2:25][C@@H:24]([OH:27])[CH2:23]2)=[N:4][CH:5]=[C:6]([CH:21]=1)[C:7]([NH:9][C:10]1[CH:15]=[CH:14][C:13]([O:16][C:17]([F:20])([F:19])[CH3:18])=[CH:12][CH:11]=1)=[O:8].[N:28]1[CH:33]=[C:32](B(O)O)[CH:31]=[N:30][CH:29]=1, predict the reaction product. The product is: [F:19][C:17]([F:20])([O:16][C:13]1[CH:14]=[CH:15][C:10]([NH:9][C:7](=[O:8])[C:6]2[CH:21]=[C:2]([C:32]3[CH:33]=[N:28][CH:29]=[N:30][CH:31]=3)[C:3]([N:22]3[CH2:26][CH2:25][C@@H:24]([OH:27])[CH2:23]3)=[N:4][CH:5]=2)=[CH:11][CH:12]=1)[CH3:18]. (3) Given the reactants [H-].[Na+].COCCO[Al+]OCCOC.[H-].CC(O)CC.[CH2:20]([O:22][C:23]([N:25]1[C:34]2[C:29](=[N:30][C:31]([O:35][CH3:36])=[CH:32][CH:33]=2)[C@@H:28]([NH:37][C:38]2[N:43]=[C:42]([CH2:44][C:45]3[CH:50]=[C:49]([C:51]([F:54])([F:53])[F:52])[CH:48]=[C:47]([C:55]([F:58])([F:57])[F:56])[CH:46]=3)[C:41]([CH:59]=[CH:60][C:61]#[N:62])=[CH:40][N:39]=2)[CH2:27][C@H:26]1[CH2:63][CH3:64])=[O:24])[CH3:21].[Cl-].[NH4+], predict the reaction product. The product is: [CH2:20]([O:22][C:23]([N:25]1[C:34]2[C:29](=[N:30][C:31]([O:35][CH3:36])=[CH:32][CH:33]=2)[C@@H:28]([NH:37][C:38]2[N:43]=[C:42]([CH2:44][C:45]3[CH:46]=[C:47]([C:55]([F:58])([F:57])[F:56])[CH:48]=[C:49]([C:51]([F:53])([F:52])[F:54])[CH:50]=3)[C:41]([CH2:59][CH2:60][C:61]#[N:62])=[CH:40][N:39]=2)[CH2:27][C@H:26]1[CH2:63][CH3:64])=[O:24])[CH3:21]. (4) The product is: [CH3:26][O:1][CH2:2][C@@H:3]1[CH2:8][N:7]([CH2:9][C:10]2[N:11]=[C:12]([CH3:15])[O:13][CH:14]=2)[CH2:6][CH2:5][N:4]1[C:16]([O:18][C:19]([CH3:22])([CH3:21])[CH3:20])=[O:17]. Given the reactants [OH:1][CH2:2][C@@H:3]1[CH2:8][N:7]([CH2:9][C:10]2[N:11]=[C:12]([CH3:15])[O:13][CH:14]=2)[CH2:6][CH2:5][N:4]1[C:16]([O:18][C:19]([CH3:22])([CH3:21])[CH3:20])=[O:17].[H-].[Na+].I[CH3:26], predict the reaction product.